Dataset: Human liver microsome stability data. Task: Regression/Classification. Given a drug SMILES string, predict its absorption, distribution, metabolism, or excretion properties. Task type varies by dataset: regression for continuous measurements (e.g., permeability, clearance, half-life) or binary classification for categorical outcomes (e.g., BBB penetration, CYP inhibition). Dataset: hlm. (1) The drug is C=C[C@@H]1C[C@]1(NC(=O)[C@@H]1C[C@@H](Oc2cc(-c3csc(NC(C)C)n3)nc3c(Br)c(OC)ccc23)CN1C(=O)[C@@H](NC(=O)OC1CCCC1)C(C)(C)C)C(=O)O. The result is 0 (unstable in human liver microsomes). (2) The compound is Cc1c(Nc2c(C#N)cncc2C=Cc2cccc(OCCN3CCN(C)CC3)c2)ccc2[nH]ccc12. The result is 0 (unstable in human liver microsomes). (3) The molecule is COc1cc(-c2cn[nH]c2)ccc1NC(=O)C1COc2ccc(Cl)cc2C1. The result is 0 (unstable in human liver microsomes). (4) The compound is CC(=NCCCN1CCOCC1)Nc1ccnc2cc(Cl)ccc12. The result is 1 (stable in human liver microsomes). (5) The drug is Cc1cn2cc(-c3ccc(O)c(O)c3O)nc2s1. The result is 1 (stable in human liver microsomes). (6) The molecule is O=C(Nc1ccncc1)[C@H](Cc1c[nH]c2ccccc12)NCc1ccccc1F. The result is 1 (stable in human liver microsomes). (7) The molecule is CCn1ccc2c3c(O)cc(-c4ccc(F)cc4)nc3ccc21. The result is 1 (stable in human liver microsomes). (8) The drug is NCCNc1nnc(-c2ccc(F)c(F)c2Nc2ccc(I)cc2F)o1. The result is 0 (unstable in human liver microsomes).